This data is from Reaction yield outcomes from USPTO patents with 853,638 reactions. The task is: Predict the reaction yield, written as a fraction of the theoretical maximum amount of product (1.0 means a 100% yield; for example, 0.34 means a 34% yield). The reactants are [Br:1][CH2:2][CH2:3][O:4][C:5]1[CH:10]=[CH:9][C:8]([NH:11]C(=O)C)=[CH:7][C:6]=1[C:15]1[N:16]([CH3:20])[N:17]=[CH:18][CH:19]=1.S(=O)(=O)(O)O. The catalyst is CO. The product is [Br:1][CH2:2][CH2:3][O:4][C:5]1[CH:10]=[CH:9][C:8]([NH2:11])=[CH:7][C:6]=1[C:15]1[N:16]([CH3:20])[N:17]=[CH:18][CH:19]=1. The yield is 0.990.